This data is from Full USPTO retrosynthesis dataset with 1.9M reactions from patents (1976-2016). The task is: Predict the reactants needed to synthesize the given product. (1) Given the product [CH2:40]([C:36]1[CH:35]=[C:34]([CH:39]=[CH:38][CH:37]=1)[CH2:33][C@H:8]([NH:7][C:53](=[O:55])[C:52]1[CH:56]=[C:57]([O:59][CH3:60])[N:58]=[C:50]([N:49]([CH2:46][CH:47]=[CH2:48])[CH3:61])[CH:51]=1)[C@H:9]([OH:32])[CH2:10][NH:11][CH2:12][C:13]1[CH:18]=[CH:17][CH:16]=[C:15]([CH:19]([CH3:20])[CH3:21])[CH:14]=1)[CH:41]=[CH2:42], predict the reactants needed to synthesize it. The reactants are: C(OC(=O)[NH:7][C@@H:8]([CH2:33][C:34]1[CH:39]=[CH:38][CH:37]=[C:36]([CH2:40][CH:41]=[CH2:42])[CH:35]=1)[C@H:9]([OH:32])[CH2:10][N:11](C(OCC1C=CC=CC=1)=O)[CH2:12][C:13]1[CH:18]=[CH:17][CH:16]=[C:15]([CH:19]([CH3:21])[CH3:20])[CH:14]=1)(C)(C)C.Cl.Cl.[CH2:46]([N:49]([CH3:61])[C:50]1[CH:51]=[C:52]([CH:56]=[C:57]([O:59][CH3:60])[N:58]=1)[C:53]([OH:55])=O)[CH:47]=[CH2:48].CCN=C=NCCCN(C)C.Cl.C1C=CC2N(O)N=NC=2C=1.CCN(CC)CC. (2) Given the product [CH2:1]([O:3][C:4]([C:6]1[CH:10]=[C:9]([CH3:11])[N:8]([CH2:12][C:13]2[CH:18]=[C:17]([Cl:19])[CH:16]=[CH:15][C:14]=2[O:20][CH2:34][C:33]2[CH:36]=[CH:37][C:30]([Cl:29])=[CH:31][CH:32]=2)[N:7]=1)=[O:5])[CH3:2], predict the reactants needed to synthesize it. The reactants are: [CH2:1]([O:3][C:4]([C:6]1[CH:10]=[C:9]([CH3:11])[N:8]([CH2:12][C:13]2[CH:18]=[C:17]([Cl:19])[CH:16]=[CH:15][C:14]=2[OH:20])[N:7]=1)=[O:5])[CH3:2].C(=O)([O-])[O-].[K+].[K+].[I-].[K+].[Cl:29][C:30]1[CH:37]=[CH:36][C:33]([CH2:34]Br)=[CH:32][CH:31]=1.